Dataset: Forward reaction prediction with 1.9M reactions from USPTO patents (1976-2016). Task: Predict the product of the given reaction. (1) The product is: [ClH:1].[F:28][C:23]1[CH:22]=[C:21]([CH:26]=[CH:25][C:24]=1[F:27])[C:20]([NH:19][C@H:16]1[CH2:15][CH2:14][C@@H:13]([NH:12][C:2]2[N:7]=[C:6]([CH2:8][F:11])[CH:5]=[CH:4][N:3]=2)[CH2:18][CH2:17]1)=[O:29]. Given the reactants [Cl:1][C:2]1[N:7]=[C:6]([C:8]([F:11])(F)F)[CH:5]=[CH:4][N:3]=1.[NH2:12][C@@H:13]1[CH2:18][CH2:17][C@H:16]([NH:19][C:20](=[O:29])[C:21]2[CH:26]=[CH:25][C:24]([F:27])=[C:23]([F:28])[CH:22]=2)[CH2:15][CH2:14]1.C([O-])(O)=O.[Na+], predict the reaction product. (2) Given the reactants [ClH:1].C(N(CC)CCNC(C1C=CC2C(=CC=C(I)C=2)C=1)=O)C.[CH2:23]([N:25]([CH2:42][CH3:43])[CH2:26][CH2:27][NH:28][C:29]([C:31]1[CH:40]=[N:39][C:38]2[C:33](=[CH:34][CH:35]=[C:36]([I:41])[CH:37]=2)[N:32]=1)=[O:30])[CH3:24].[K+].[Br-], predict the reaction product. The product is: [ClH:1].[ClH:1].[CH2:42]([N:25]([CH2:23][CH3:24])[CH2:26][CH2:27][NH:28][C:29]([C:31]1[CH:40]=[N:39][C:38]2[C:33](=[CH:34][CH:35]=[C:36]([I:41])[CH:37]=2)[N:32]=1)=[O:30])[CH3:43]. (3) Given the reactants C([Li])(C)(C)C.Br[C:7]1[CH:12]=[CH:11][C:10]([CH2:13][C:14]([CH3:23])([CH3:22])[C:15]([O:17][C:18]([CH3:21])([CH3:20])[CH3:19])=[O:16])=[CH:9][CH:8]=1.CN(C)[CH:26]=[O:27].O, predict the reaction product. The product is: [CH:26]([C:7]1[CH:12]=[CH:11][C:10]([CH2:13][C:14]([CH3:23])([CH3:22])[C:15]([O:17][C:18]([CH3:21])([CH3:20])[CH3:19])=[O:16])=[CH:9][CH:8]=1)=[O:27].